From a dataset of Reaction yield outcomes from USPTO patents with 853,638 reactions. Predict the reaction yield, written as a fraction of the theoretical maximum amount of product (1.0 means a 100% yield; for example, 0.34 means a 34% yield). (1) The reactants are [C:1](=[NH:21])([O:3][CH2:4][CH2:5][C:6]1[CH:11]=[CH:10][C:9]([O:12][C:13]2[CH:18]=[CH:17][C:16]([Cl:19])=[C:15]([CH3:20])[CH:14]=2)=[CH:8][CH:7]=1)[NH2:2].[CH2:22](/[C:24](=[CH:30]/O)/[C:25](OCC)=[O:26])[CH3:23].C([O-])([O-])=O.[K+].[K+]. The catalyst is CN(C=O)C. The product is [Cl:19][C:16]1[CH:17]=[CH:18][C:13]([O:12][C:9]2[CH:8]=[CH:7][C:6]([CH2:5][CH2:4][O:3][C:1]3[NH:2][CH:30]=[C:24]([CH2:22][CH3:23])[C:25](=[O:26])[N:21]=3)=[CH:11][CH:10]=2)=[CH:14][C:15]=1[CH3:20]. The yield is 0.305. (2) The reactants are [CH2:1]([NH2:15])[CH2:2][CH2:3][CH2:4][CH2:5][CH2:6][CH2:7][CH2:8][CH2:9][CH2:10][CH2:11][CH2:12][CH2:13][CH3:14].[S:16](N)([NH2:19])(=[O:18])=[O:17]. No catalyst specified. The product is [CH2:1]([NH:15][S:16]([NH2:19])(=[O:18])=[O:17])[CH2:2][CH2:3][CH2:4][CH2:5][CH2:6][CH2:7][CH2:8][CH2:9][CH2:10][CH2:11][CH2:12][CH2:13][CH3:14]. The yield is 0.630. (3) The reactants are [CH3:1][C:2]1[CH:7]=[C:6]([CH3:8])[NH:5][C:4](=[O:9])[C:3]=1[CH2:10][NH:11][C:12]([C:14]1[CH:22]=[C:21]([C:23]2[CH:32]=[CH:31][C:26]([C:27]([O:29]C)=[O:28])=[CH:25][CH:24]=2)[CH:20]=[C:19]2[C:15]=1[C:16]([CH3:36])=[CH:17][N:18]2[CH:33]([CH3:35])[CH3:34])=[O:13].[OH-].[Na+]. The catalyst is CO.C1COCC1. The yield is 0.395. The product is [CH3:1][C:2]1[CH:7]=[C:6]([CH3:8])[NH:5][C:4](=[O:9])[C:3]=1[CH2:10][NH:11][C:12]([C:14]1[CH:22]=[C:21]([C:23]2[CH:24]=[CH:25][C:26]([C:27]([OH:29])=[O:28])=[CH:31][CH:32]=2)[CH:20]=[C:19]2[C:15]=1[C:16]([CH3:36])=[CH:17][N:18]2[CH:33]([CH3:34])[CH3:35])=[O:13]. (4) The reactants are [Cl:1][CH2:2][CH2:3][CH2:4][S:5]([O:8][CH2:9][C:10]([CH3:26])([CH3:25])[C@@H:11]([O:15][CH2:16][C:17]1[CH:22]=[CH:21][C:20](OC)=[CH:19][CH:18]=1)[C:12]([OH:14])=[O:13])(=[O:7])=[O:6].[CH:27]1([O:33][C:34]([O:36][CH:37](Cl)[CH3:38])=[O:35])[CH2:32][CH2:31][CH2:30][CH2:29][CH2:28]1. The product is [Cl:1][CH2:2][CH2:3][CH2:4][S:5]([O:8][CH2:9][C:10]([CH3:25])([CH3:26])[C@@H:11]([O:15][CH2:16][C:17]1[CH:18]=[CH:19][CH:20]=[CH:21][CH:22]=1)[C:12]([O:14][CH2:38][CH2:37][O:36][C:34]([O:33][CH:27]1[CH2:32][CH2:31][CH2:30][CH2:29][CH2:28]1)=[O:35])=[O:13])(=[O:6])=[O:7]. The catalyst is C1(C)C=CC=CC=1.C(=O)([O-])[O-].[Ag+2]. The yield is 0.710. (5) No catalyst specified. The reactants are ClC1N=C(NC)N=C(NCC#C)N=1.Cl.CONC.[CH3:19][O:20][N:21]([CH3:36])[C:22]1[N:27]=[C:26]([NH:28][CH2:29][CH2:30][CH3:31])[N:25]=[C:24]([NH:32][CH2:33]C#C)[N:23]=1. The yield is 0.970. The product is [CH3:19][O:20][N:21]([CH3:36])[C:22]1[N:23]=[C:24]([NH:32][CH3:33])[N:25]=[C:26]([NH:28][CH2:29][C:30]#[CH:31])[N:27]=1. (6) The reactants are [CH:1]([C:4]1[N:5]=[C:6]([C:9]2[CH:18]=[C:17]([O:19][CH2:20][CH2:21][C@@H:22]3[NH:36][C:35](=[O:37])[N:34]([CH3:38])[CH2:33][CH2:32][CH2:31][CH2:30][CH:29]=[CH:28][C@H:27]4[C@@:25]([C:39](O)=[O:40])([CH2:26]4)[NH:24][C:23]3=[O:42])[C:16]3[C:11](=[C:12]([Cl:45])[C:13]([O:43][CH3:44])=[CH:14][CH:15]=3)[N:10]=2)[S:7][CH:8]=1)([CH3:3])[CH3:2].[C:46]([C:48]1([S:51]([NH2:54])(=[O:53])=[O:52])[CH2:50][CH2:49]1)#[CH:47]. No catalyst specified. The product is [CH:1]([C:4]1[N:5]=[C:6]([C:9]2[CH:18]=[C:17]([O:19][CH2:20][CH2:21][C@@H:22]3[NH:36][C:35](=[O:37])[N:34]([CH3:38])[CH2:33][CH2:32][CH2:31][CH2:30][CH:29]=[CH:28][C@H:27]4[C@@:25]([C:39]([NH:54][S:51]([C:48]5([C:46]#[CH:47])[CH2:50][CH2:49]5)(=[O:53])=[O:52])=[O:40])([CH2:26]4)[NH:24][C:23]3=[O:42])[C:16]3[C:11](=[C:12]([Cl:45])[C:13]([O:43][CH3:44])=[CH:14][CH:15]=3)[N:10]=2)[S:7][CH:8]=1)([CH3:3])[CH3:2]. The yield is 0.240.